This data is from Reaction yield outcomes from USPTO patents with 853,638 reactions. The task is: Predict the reaction yield, written as a fraction of the theoretical maximum amount of product (1.0 means a 100% yield; for example, 0.34 means a 34% yield). (1) The reactants are Br[C:2]1[CH:32]=[CH:31][C:5]2[N:6]=[C:7]([NH:9][C:10]3[CH:15]=[C:14]([CH2:16][N:17]4[CH2:22][CH2:21][CH2:20][CH2:19][CH2:18]4)[N:13]=[C:12]([NH:23][C@H:24]4[CH2:29][CH2:28][C@H:27]([OH:30])[CH2:26][CH2:25]4)[N:11]=3)[S:8][C:4]=2[CH:3]=1.[C:33]1(=[O:39])[NH:37][C:36](=[O:38])[CH2:35][CH2:34]1.C(=O)([O-])[O-].[Cs+].[Cs+].CNCCNC. The catalyst is CN(C)C=O.[Cu]I. The product is [OH:30][C@H:27]1[CH2:28][CH2:29][C@H:24]([NH:23][C:12]2[N:11]=[C:10]([NH:9][C:7]3[S:8][C:4]4[CH:3]=[C:2]([N:37]5[C:33](=[O:39])[CH2:34][CH2:35][C:36]5=[O:38])[CH:32]=[CH:31][C:5]=4[N:6]=3)[CH:15]=[C:14]([CH2:16][N:17]3[CH2:22][CH2:21][CH2:20][CH2:19][CH2:18]3)[N:13]=2)[CH2:25][CH2:26]1. The yield is 0.0240. (2) The reactants are Br[C:2]1[S:3][C:4]([S:17](=[O:25])(=[O:24])[NH:18][C:19]2[NH:23][N:22]=[N:21][N:20]=2)=[CH:5][C:6]=1[C:7]1[S:11][C:10]([NH:12][C:13](=[O:15])[CH3:14])=[N:9][C:8]=1[CH3:16].C([Li])CCC. The product is [CH3:16][C:8]1[N:9]=[C:10]([NH:12][C:13](=[O:15])[CH3:14])[S:11][C:7]=1[C:6]1[CH:5]=[C:4]([S:17]([NH:18][C:19]2[NH:23][N:22]=[N:21][N:20]=2)(=[O:24])=[O:25])[S:3][CH:2]=1. The yield is 0.0600. The catalyst is C1COCC1. (3) The reactants are C(Cl)(=O)C(Cl)=O.CS(C)=O.[Cl:11][C:12]1[CH:17]=[CH:16][CH:15]=[C:14]([I:18])[C:13]=1[CH2:19][OH:20].C(N(CC)CC)C. The catalyst is ClCCl.O. The product is [Cl:11][C:12]1[CH:17]=[CH:16][CH:15]=[C:14]([I:18])[C:13]=1[CH:19]=[O:20]. The yield is 1.00. (4) The reactants are [NH2:1][C:2]1[NH:3][C:4](=O)[C:5]2[N:10]([CH2:11][C:12]3[CH:17]=[CH:16][CH:15]=[CH:14][CH:13]=3)[CH:9]=[CH:8][C:6]=2[N:7]=1.O=P(Cl)(Cl)[Cl:21]. No catalyst specified. The product is [CH2:11]([N:10]1[C:5]2[C:4]([Cl:21])=[N:3][C:2]([NH2:1])=[N:7][C:6]=2[CH:8]=[CH:9]1)[C:12]1[CH:17]=[CH:16][CH:15]=[CH:14][CH:13]=1. The yield is 0.400. (5) The reactants are Br[C:2]1[CH:7]=[CH:6][C:5]([Cl:8])=[CH:4][CH:3]=1.C([Li])CCC.[CH3:14][C:15]1([CH3:29])[C:20](=[O:21])[CH2:19][CH2:18][N:17]([C:22]([O:24][C:25]([CH3:28])([CH3:27])[CH3:26])=[O:23])[CH2:16]1. The catalyst is C1COCC1. The product is [Cl:8][C:5]1[CH:6]=[CH:7][C:2]([C:20]2([OH:21])[CH2:19][CH2:18][N:17]([C:22]([O:24][C:25]([CH3:27])([CH3:26])[CH3:28])=[O:23])[CH2:16][C:15]2([CH3:29])[CH3:14])=[CH:3][CH:4]=1. The yield is 0.850. (6) The reactants are O.O.[Sn](Cl)Cl.[Cl:6][C:7]1[CH:12]=[C:11]([F:13])[C:10]([N+:14]([O-])=O)=[CH:9][C:8]=1[F:17].C(=O)(O)[O-].[Na+]. The catalyst is C(OCC)(=O)C. The product is [Cl:6][C:7]1[C:8]([F:17])=[CH:9][C:10]([NH2:14])=[C:11]([F:13])[CH:12]=1. The yield is 0.739. (7) The reactants are [C:1]([O:5][C:6]([NH:8][C:9]1[CH:14]=[CH:13][C:12]([S:15][C:16]2[CH:25]=[CH:24][C:19]([C:20]([O:22]C)=[O:21])=[CH:18][C:17]=2[NH:26][C:27]2[C:36]3[C:31](=[CH:32][C:33]([CH:37]([CH3:39])[CH3:38])=[CH:34][CH:35]=3)[N:30]=[CH:29][N:28]=2)=[CH:11][CH:10]=1)=[O:7])([CH3:4])([CH3:3])[CH3:2].O.[OH-].[Li+].Cl. The catalyst is O1CCOCC1.O. The product is [C:1]([O:5][C:6]([NH:8][C:9]1[CH:14]=[CH:13][C:12]([S:15][C:16]2[CH:25]=[CH:24][C:19]([C:20]([OH:22])=[O:21])=[CH:18][C:17]=2[NH:26][C:27]2[C:36]3[C:31](=[CH:32][C:33]([CH:37]([CH3:39])[CH3:38])=[CH:34][CH:35]=3)[N:30]=[CH:29][N:28]=2)=[CH:11][CH:10]=1)=[O:7])([CH3:4])([CH3:3])[CH3:2]. The yield is 0.880. (8) The reactants are I[C:2]1[CH:11]=[CH:10][CH:9]=[CH:8][C:3]=1[C:4]([O:6][CH3:7])=[O:5].[CH3:12][CH:13]([NH:16][C:17](=[O:23])[O:18][C:19]([CH3:22])([CH3:21])[CH3:20])[C:14]#[CH:15]. The catalyst is CN(C=O)C.CCN(CC)CC.C1C=CC([P]([Pd]([P](C2C=CC=CC=2)(C2C=CC=CC=2)C2C=CC=CC=2)([P](C2C=CC=CC=2)(C2C=CC=CC=2)C2C=CC=CC=2)[P](C2C=CC=CC=2)(C2C=CC=CC=2)C2C=CC=CC=2)(C2C=CC=CC=2)C2C=CC=CC=2)=CC=1.[Cu]I. The product is [C:19]([O:18][C:17]([NH:16][CH:13]([CH3:12])[C:14]#[C:15][C:2]1[CH:11]=[CH:10][CH:9]=[CH:8][C:3]=1[C:4]([O:6][CH3:7])=[O:5])=[O:23])([CH3:22])([CH3:21])[CH3:20]. The yield is 0.510.